Task: Predict which catalyst facilitates the given reaction.. Dataset: Catalyst prediction with 721,799 reactions and 888 catalyst types from USPTO Reactant: C[O:2][C:3](=[O:32])[CH2:4][CH2:5][CH2:6][CH2:7][NH:8][C:9]([C:11]1[C:15]([CH3:16])=[C:14]([CH:17]=[N:18][N:19]=[C:20]2[C:28]3[C:23](=[CH:24][CH:25]=[C:26]([F:29])[CH:27]=3)[NH:22][C:21]2=[O:30])[NH:13][C:12]=1[CH3:31])=[O:10].CO.[Li+].[OH-].Cl. Product: [F:29][C:26]1[CH:27]=[C:28]2[C:23](=[CH:24][CH:25]=1)[NH:22][C:21](=[O:30])[C:20]2=[N:19][N:18]=[CH:17][C:14]1[NH:13][C:12]([CH3:31])=[C:11]([C:9]([NH:8][CH2:7][CH2:6][CH2:5][CH2:4][C:3]([OH:32])=[O:2])=[O:10])[C:15]=1[CH3:16]. The catalyst class is: 6.